Dataset: Full USPTO retrosynthesis dataset with 1.9M reactions from patents (1976-2016). Task: Predict the reactants needed to synthesize the given product. Given the product [Br:1][C:2]1[CH:3]=[C:4]2[C:5](=[CH:10][CH:11]=1)[C:6](=[O:8])[N:16]([CH2:14][CH3:15])[CH2:12]2, predict the reactants needed to synthesize it. The reactants are: [Br:1][C:2]1[CH:11]=[CH:10][C:5]([C:6]([O:8]C)=O)=[C:4]([CH2:12]Br)[CH:3]=1.[CH2:14]([NH2:16])[CH3:15].